Dataset: Full USPTO retrosynthesis dataset with 1.9M reactions from patents (1976-2016). Task: Predict the reactants needed to synthesize the given product. (1) Given the product [Cl:11][C:9]1[CH:8]=[CH:7][C:6]([C:12]2[CH:17]=[CH:16][C:15]([S:18][CH3:19])=[CH:14][CH:13]=2)=[C:5]([CH2:4][C:3]([OH:20])=[O:2])[CH:10]=1, predict the reactants needed to synthesize it. The reactants are: C[O:2][C:3](=[O:20])[CH2:4][C:5]1[CH:10]=[C:9]([Cl:11])[CH:8]=[CH:7][C:6]=1[C:12]1[CH:17]=[CH:16][C:15]([S:18][CH3:19])=[CH:14][CH:13]=1.CO.[OH-].[Na+]. (2) Given the product [F:1][C:2]1[CH:7]=[CH:6][CH:5]=[CH:4][C:3]=1[C:8]1([C:14]([OH:16])=[O:15])[CH2:13][CH2:12][O:11][CH2:10][CH2:9]1, predict the reactants needed to synthesize it. The reactants are: [F:1][C:2]1[CH:7]=[CH:6][CH:5]=[CH:4][C:3]=1[C:8]1([C:14]([O:16]C)=[O:15])[CH2:13][CH2:12][O:11][CH2:10][CH2:9]1.CCO.[OH-].[K+]. (3) Given the product [Br:10][C:11]1[C:12]([C:24]([O:26][CH2:1][CH3:2])=[O:25])=[C:13]([C:16](=[O:23])[C:17]2[CH:18]=[CH:19][N:20]=[CH:21][CH:22]=2)[S:14][CH:15]=1, predict the reactants needed to synthesize it. The reactants are: [CH2:1](I)[CH3:2].C([O-])([O-])=O.[Cs+].[Cs+].[Br:10][C:11]1[C:12]([C:24]([OH:26])=[O:25])=[C:13]([C:16](=[O:23])[C:17]2[CH:22]=[CH:21][N:20]=[CH:19][CH:18]=2)[S:14][CH:15]=1. (4) The reactants are: [Cl:1][C:2]1[C:3]([O:12][C:13]2[C:17]([CH2:18][CH3:19])=[C:16]([CH3:20])[NH:15][N:14]=2)=[N:4][CH:5]=[C:6]([C:8]([F:11])([F:10])[F:9])[CH:7]=1.[CH2:21]([N:23]=[C:24]=[O:25])[CH3:22]. Given the product [CH2:21]([NH:23][C:24]([N:15]1[C:16]([CH3:20])=[C:17]([CH2:18][CH3:19])[C:13]([O:12][C:3]2[C:2]([Cl:1])=[CH:7][C:6]([C:8]([F:10])([F:11])[F:9])=[CH:5][N:4]=2)=[N:14]1)=[O:25])[CH3:22], predict the reactants needed to synthesize it.